From a dataset of Catalyst prediction with 721,799 reactions and 888 catalyst types from USPTO. Predict which catalyst facilitates the given reaction. Product: [Cl:1][C:2]1[N:3]=[CH:4][C:5]2[N:11]([CH3:21])[C:10](=[O:12])[CH:9]([CH3:13])[CH:8]([CH3:14])[N:7]([CH:15]3[CH2:16][CH2:17][CH2:18][CH2:19]3)[C:6]=2[N:20]=1. The catalyst class is: 6. Reactant: [Cl:1][C:2]1[N:3]=[CH:4][C:5]2[NH:11][C:10](=[O:12])[CH:9]([CH3:13])[CH:8]([CH3:14])[N:7]([CH:15]3[CH2:19][CH2:18][CH2:17][CH2:16]3)[C:6]=2[N:20]=1.[CH3:21]N(C)C(=O)C.IC.[H-].[Na+].